From a dataset of PAMPA (Parallel Artificial Membrane Permeability Assay) permeability data from NCATS. Regression/Classification. Given a drug SMILES string, predict its absorption, distribution, metabolism, or excretion properties. Task type varies by dataset: regression for continuous measurements (e.g., permeability, clearance, half-life) or binary classification for categorical outcomes (e.g., BBB penetration, CYP inhibition). Dataset: pampa_ncats. (1) The molecule is CCC1=CC=C(C=C1)NC(=O)CSC2=NC3=CC=CC=C3C4=NC(C(=O)N42)CC(=O)NCC5=CC6=C(C=C5)OCO6. The result is 0 (low-to-moderate permeability). (2) The compound is CC1=CC=C(N1)C(=O)OC2C(C(OC(C2OC)(C)C)OC3=C(C4=C(C=C3)C(=C(C(=O)O4)NC(=O)C5=CC(=C(C=C5)O)CC=C(C)C)O)Cl)O. The result is 0 (low-to-moderate permeability).